From a dataset of Forward reaction prediction with 1.9M reactions from USPTO patents (1976-2016). Predict the product of the given reaction. (1) Given the reactants O=C1[N:6]([C:7]([O:9][C:10]([CH3:13])([CH3:12])[CH3:11])=[O:8])[CH:5]([CH2:14][C:15]2[CH:20]=[CH:19][CH:18]=[C:17]([O:21][C:22]([F:27])([F:26])[CH:23]([F:25])[F:24])[CH:16]=2)[CH:4]([C:28]2[CH:33]=[CH:32][C:31]([O:34][C:35]3[CH:36]=[N:37][CH:38]=[CH:39][CH:40]=3)=[CH:30][CH:29]=2)[O:3]1.[OH-].[Na+].O, predict the reaction product. The product is: [OH:3][CH:4]([C:28]1[CH:29]=[CH:30][C:31]([O:34][C:35]2[CH:36]=[N:37][CH:38]=[CH:39][CH:40]=2)=[CH:32][CH:33]=1)[CH:5]([NH:6][C:7](=[O:8])[O:9][C:10]([CH3:13])([CH3:11])[CH3:12])[CH2:14][C:15]1[CH:20]=[CH:19][CH:18]=[C:17]([O:21][C:22]([F:26])([F:27])[CH:23]([F:24])[F:25])[CH:16]=1. (2) Given the reactants [F:1][C:2]1[CH:3]=[CH:4][C:5]([NH2:11])=[C:6]([CH:10]=1)[C:7]([OH:9])=[O:8].C(=O)(O)[O-].[Na+].[N:17]1[C:26]2[C:21](=[CH:22][CH:23]=[CH:24][C:25]=2[S:27](Cl)(=[O:29])=[O:28])[CH:20]=[CH:19][CH:18]=1, predict the reaction product. The product is: [F:1][C:2]1[CH:3]=[CH:4][C:5]([NH:11][S:27]([C:25]2[CH:24]=[CH:23][CH:22]=[C:21]3[C:26]=2[N:17]=[CH:18][CH:19]=[CH:20]3)(=[O:28])=[O:29])=[C:6]([CH:10]=1)[C:7]([OH:9])=[O:8]. (3) Given the reactants [CH3:1][C@@H:2]([NH:13][CH2:14][CH2:15][CH2:16][C:17]1[CH:18]=[CH:19][CH:20]=[C:21]([C:23]([F:26])([F:25])[F:24])[CH:22]=1)[C:3]1[CH:4]=[CH:5][CH:6]=[C:7]2[CH:12]=[CH:11][CH:10]=[CH:9][C:8]=12.BrC1C=C(C(F)(F)F)C=CC=1.C1([C@H](NCC=C)C)C2C(=CC=CC=2)C=CC=1.C(N)C=C, predict the reaction product. The product is: [C:3]1([C@H:2]([NH:13][CH2:14]/[CH:15]=[CH:16]/[C:17]2[CH:18]=[CH:19][CH:20]=[C:21]([C:23]([F:24])([F:25])[F:26])[CH:22]=2)[CH3:1])[C:8]2[C:7](=[CH:12][CH:11]=[CH:10][CH:9]=2)[CH:6]=[CH:5][CH:4]=1. (4) Given the reactants C(O)(=O)/C=C\C(O)=O.[NH2:9][C:10]1[CH:11]=[C:12]2[C:16](=[CH:17][CH:18]=1)[N:15]([C:19](=[O:24])[C:20]([CH3:23])([CH3:22])[CH3:21])[N:14]=[CH:13]2.[CH2:25]([N:32]1[CH2:37][CH:36]2[C:38](=O)[CH:33]1[CH2:34][CH2:35]2)[C:26]1[CH:31]=[CH:30][CH:29]=[CH:28][CH:27]=1.C(O[BH-](OC(=O)C)OC(=O)C)(=O)C.[Na+], predict the reaction product. The product is: [CH2:25]([N:32]1[CH2:37][CH:36]2[CH:38]([NH:9][C:10]3[CH:11]=[C:12]4[C:16](=[CH:17][CH:18]=3)[N:15]([C:19](=[O:24])[C:20]([CH3:21])([CH3:23])[CH3:22])[N:14]=[CH:13]4)[CH:33]1[CH2:34][CH2:35]2)[C:26]1[CH:31]=[CH:30][CH:29]=[CH:28][CH:27]=1. (5) The product is: [ClH:19].[CH2:1]([NH:4][C:5]1[N:10]=[C:9]([NH:11][CH2:12][C:13]#[CH:14])[N:8]=[C:7]([N:15]([CH3:18])[O:16][CH3:17])[N:6]=1)[CH:2]=[CH2:3]. Given the reactants [CH2:1]([NH:4][C:5]1[N:10]=[C:9]([NH:11][CH2:12][C:13]#[CH:14])[N:8]=[C:7]([N:15]([CH3:18])[O:16][CH3:17])[N:6]=1)[CH:2]=[CH2:3].[ClH:19].C(OCC)C.Cl.C(NC1N=C(NCCC)N=C(N(CC#C)OC)N=1)CC, predict the reaction product. (6) The product is: [CH:1]([C@H:3]1[CH2:8][CH2:7][C@H:6]([C:9]([OH:11])=[O:10])[CH2:5][CH2:4]1)=[CH2:2]. Given the reactants [CH:1]([CH:3]1[CH2:8][CH2:7][CH:6]([C:9]([O:11]C)=[O:10])[CH2:5][CH2:4]1)=[CH2:2].[OH-].[Na+].Cl.CCCCCC, predict the reaction product. (7) Given the reactants [CH:1]1([C:7]2[C:15]3[C:10](=[N:11][C:12]([C:16]([O:18][CH2:19][CH3:20])=[O:17])=[CH:13][CH:14]=3)[N:9]([CH2:21][C:22]([O:24][CH2:25][CH3:26])=[O:23])[CH:8]=2)[CH2:6][CH2:5][CH2:4][CH2:3][CH2:2]1.[Br:27]N1C(=O)CCC1=O, predict the reaction product. The product is: [Br:27][C:8]1[N:9]([CH2:21][C:22]([O:24][CH2:25][CH3:26])=[O:23])[C:10]2=[N:11][C:12]([C:16]([O:18][CH2:19][CH3:20])=[O:17])=[CH:13][CH:14]=[C:15]2[C:7]=1[CH:1]1[CH2:2][CH2:3][CH2:4][CH2:5][CH2:6]1.